This data is from Experimentally validated miRNA-target interactions with 360,000+ pairs, plus equal number of negative samples. The task is: Binary Classification. Given a miRNA mature sequence and a target amino acid sequence, predict their likelihood of interaction. (1) The miRNA is hsa-miR-3612 with sequence AGGAGGCAUCUUGAGAAAUGGA. The protein sequence of the target gene is MAKDFQDIQQLSSEENDHPFHQGEGPGTRRLNPRRGNPFLKGPPPAQPLAQRLCSMVCFSLLALSFNILLLVVICVTGSQSEGHGGAQLQAELRSLKEAFSNFSSSTLTEVQAISTHGGSVGDKITSLGAKLEKQQQDLKADHDALLFHLKHFPVDLRFVACQMELLHSNGSQRTCCPVNWVEHQGSCYWFSHSGKAWAEAEKYCQLENAHLVVINSWEEQKFIVQHTNPFNTWIGLTDSDGSWKWVDGTDYRHNYKNWAVTQPDNWHGHELGGSEDCVEVQPDGRWNDDFCLQVYRWVC.... Result: 0 (no interaction). (2) The miRNA is hsa-miR-642b-5p with sequence GGUUCCCUCUCCAAAUGUGUCU. The protein sequence of the target gene is MSDSLWTALSNFSMPSFPGGSMFRRTKSCRTSNRKSLILTSTSPTLPRPHSPLPGHLGSSPLDSPRNFSPNTPAHFSFASSRRADGRRWSLASLPSSGYGTNTPSSTVSSSCSSQERLHQLPYQPTVDELHFLSKHFGSTESITDEDGGRRSPAVRPRSRSLSPGRSPSSYDNEIVMMNHVYKERFPKATAQMEEKLRDFTRAYEPDSVLPLADGVLSFIHHQIIELARDCLTKSRDGLITTVYFYELQENLEKLLQDAYERSESLEVAFVTQLVKKLLIIISRPARLLECLEFNPEEFY.... Result: 0 (no interaction). (3) The miRNA is hsa-miR-302d-3p with sequence UAAGUGCUUCCAUGUUUGAGUGU. The protein sequence of the target gene is MASSSGSKAEFIVGGKYKLVRKIGSGSFGDIYLAINITNGEEVAVKLESQKARHPQLLYESKLYKILQGGVGIPHIRWYGQEKDYNVLVMDLLGPSLEDLFNFCSRRFTMKTVLMLADQMISRIEYVHTKNFIHRDIKPDNFLMGIGRHCNKLFLIDFGLAKKYRDNRTRQHIPYREDKNLTGTARYASINAHLGIEQSRRDDMESLGYVLMYFNRTSLPWQGLKAATKKQKYEKISEKKMSTPVEVLCKGFPAEFAMYLNYCRGLRFEEAPDYMYLRQLFRILFRTLNHQYDYTFDWTM.... Result: 1 (interaction).